Dataset: Catalyst prediction with 721,799 reactions and 888 catalyst types from USPTO. Task: Predict which catalyst facilitates the given reaction. (1) Reactant: [Cl:1][C:2]1[CH:7]=[CH:6][CH:5]=[CH:4][C:3]=1[S:8]([N:11]1[CH2:16][CH2:15][N:14]([C:17]2([C:21](OCC)=[O:22])[CH2:20][CH2:19][CH2:18]2)[CH2:13][CH2:12]1)(=[O:10])=[O:9].[H-].[Al+3].[Li+].[H-].[H-].[H-]. Product: [Cl:1][C:2]1[CH:7]=[CH:6][CH:5]=[CH:4][C:3]=1[S:8]([N:11]1[CH2:12][CH2:13][N:14]([C:17]2([CH2:21][OH:22])[CH2:20][CH2:19][CH2:18]2)[CH2:15][CH2:16]1)(=[O:9])=[O:10]. The catalyst class is: 1. (2) Reactant: [C:1]([O:5][C:6]([N:8]1[CH2:12][C@@H:11]([OH:13])[CH2:10][C@H:9]1[C:14]([OH:16])=[O:15])=[O:7])([CH3:4])([CH3:3])[CH3:2].[CH2:17](Br)[CH3:18]. Product: [CH3:17][CH2:18][O:15][C:14]([C@@H:9]1[CH2:10][C@H:11]([OH:13])[CH2:12][N:8]1[C:6]([O:5][C:1]([CH3:4])([CH3:2])[CH3:3])=[O:7])=[O:16]. The catalyst class is: 13.